This data is from Merck oncology drug combination screen with 23,052 pairs across 39 cell lines. The task is: Regression. Given two drug SMILES strings and cell line genomic features, predict the synergy score measuring deviation from expected non-interaction effect. Drug 1: N#Cc1ccc(Cn2cncc2CN2CCN(c3cccc(Cl)c3)C(=O)C2)cc1. Drug 2: CS(=O)(=O)CCNCc1ccc(-c2ccc3ncnc(Nc4ccc(OCc5cccc(F)c5)c(Cl)c4)c3c2)o1. Cell line: LNCAP. Synergy scores: synergy=21.5.